Dataset: NCI-60 drug combinations with 297,098 pairs across 59 cell lines. Task: Regression. Given two drug SMILES strings and cell line genomic features, predict the synergy score measuring deviation from expected non-interaction effect. (1) Drug 1: CC12CCC(CC1=CCC3C2CCC4(C3CC=C4C5=CN=CC=C5)C)O. Drug 2: C1=CC(=CC=C1CCCC(=O)O)N(CCCl)CCCl. Cell line: SNB-75. Synergy scores: CSS=9.04, Synergy_ZIP=0.566, Synergy_Bliss=-0.357, Synergy_Loewe=-2.63, Synergy_HSA=-1.06. (2) Synergy scores: CSS=60.8, Synergy_ZIP=-2.26, Synergy_Bliss=-0.00804, Synergy_Loewe=0.731, Synergy_HSA=3.11. Drug 2: CC1C(C(CC(O1)OC2CC(CC3=C2C(=C4C(=C3O)C(=O)C5=C(C4=O)C(=CC=C5)OC)O)(C(=O)CO)O)N)O.Cl. Cell line: MDA-MB-435. Drug 1: CCC1=CC2CC(C3=C(CN(C2)C1)C4=CC=CC=C4N3)(C5=C(C=C6C(=C5)C78CCN9C7C(C=CC9)(C(C(C8N6C)(C(=O)OC)O)OC(=O)C)CC)OC)C(=O)OC.C(C(C(=O)O)O)(C(=O)O)O.